Task: Regression. Given a peptide amino acid sequence and an MHC pseudo amino acid sequence, predict their binding affinity value. This is MHC class II binding data.. Dataset: Peptide-MHC class II binding affinity with 134,281 pairs from IEDB (1) The peptide sequence is ILNTWLVKPGAGIMI. The MHC is DRB4_0101 with pseudo-sequence DRB4_0103. The binding affinity (normalized) is 0.279. (2) The MHC is HLA-DPA10301-DPB10402 with pseudo-sequence HLA-DPA10301-DPB10402. The peptide sequence is STGGAYESYKFIPALEAAVK. The binding affinity (normalized) is 0.669. (3) The peptide sequence is KIYLYENMNINNLTATLGAD. The MHC is DRB1_0701 with pseudo-sequence DRB1_0701. The binding affinity (normalized) is 0.851. (4) The peptide sequence is GELQIVDKIDAAFKH. The MHC is DRB3_0101 with pseudo-sequence DRB3_0101. The binding affinity (normalized) is 0.603. (5) The peptide sequence is GELQICDKIDAAFKI. The MHC is DRB1_0101 with pseudo-sequence DRB1_0101. The binding affinity (normalized) is 0.494. (6) The peptide sequence is QEYHRLIHSLAKTNN. The MHC is DRB1_0802 with pseudo-sequence DRB1_0802. The binding affinity (normalized) is 0.0182.